Dataset: Reaction yield outcomes from USPTO patents with 853,638 reactions. Task: Predict the reaction yield, written as a fraction of the theoretical maximum amount of product (1.0 means a 100% yield; for example, 0.34 means a 34% yield). (1) The reactants are [CH3:1][C@@:2]1([CH:8]=[CH:9][C:10]2[N:11]([CH2:15][CH3:16])[CH:12]=[CH:13][CH:14]=2)[CH2:6][O:5][C:4](=[O:7])[NH:3]1. The catalyst is C(O)C.[Pd]. The product is [CH3:1][C@@:2]1([CH2:8][CH2:9][C:10]2[N:11]([CH2:15][CH3:16])[CH:12]=[CH:13][CH:14]=2)[CH2:6][O:5][C:4](=[O:7])[NH:3]1. The yield is 0.870. (2) The reactants are [OH:1][C:2]1[CH:3]=[C:4]([CH:9]=[CH:10][CH:11]=1)[C:5]([O:7][CH3:8])=[O:6].N1C(C)=CC=CC=1C.[F:20][C:21]([F:34])([F:33])[S:22](O[S:22]([C:21]([F:34])([F:33])[F:20])(=[O:24])=[O:23])(=[O:24])=[O:23]. The catalyst is C(Cl)Cl. The product is [F:20][C:21]([F:34])([F:33])[S:22]([O:1][C:2]1[CH:3]=[C:4]([CH:9]=[CH:10][CH:11]=1)[C:5]([O:7][CH3:8])=[O:6])(=[O:24])=[O:23]. The yield is 0.980. (3) The reactants are [CH2:1]([O:3][C:4]1[CH:9]=[C:8]([O:10][CH2:11][C:12]2[CH:17]=[CH:16][C:15]([O:18][CH3:19])=[CH:14][CH:13]=2)[N:7]=[CH:6][C:5]=1[C:20]1[CH:25]=[CH:24][C:23]([CH2:26][C:27]([OH:29])=O)=[C:22]([F:30])[CH:21]=1)[CH3:2].[F:31][C:32]([F:43])([F:42])[C:33]([C:36]1[O:40][N:39]=[C:38]([NH2:41])[CH:37]=1)([CH3:35])[CH3:34].C(P1(=O)OP(CCC)(=O)OP(CCC)(=O)O1)CC. The catalyst is N1C=CC=CC=1. The product is [CH2:1]([O:3][C:4]1[CH:9]=[C:8]([O:10][CH2:11][C:12]2[CH:17]=[CH:16][C:15]([O:18][CH3:19])=[CH:14][CH:13]=2)[N:7]=[CH:6][C:5]=1[C:20]1[CH:25]=[CH:24][C:23]([CH2:26][C:27]([NH:41][C:38]2[CH:37]=[C:36]([C:33]([CH3:35])([CH3:34])[C:32]([F:42])([F:31])[F:43])[O:40][N:39]=2)=[O:29])=[C:22]([F:30])[CH:21]=1)[CH3:2]. The yield is 0.740. (4) The reactants are [CH3:1][N:2]([CH3:34])[C:3]1[CH:4]=[C:5]2[C:10](=[CH:11][CH:12]=1)[N:9]([C:13]1[C:14]([C:27]3[CH:32]=[CH:31][C:30]([F:33])=[CH:29][CH:28]=3)=[N:15][C:16]3[C:21]([N:22]=1)=[CH:20][C:19]([C:23]([O:25]C)=[O:24])=[CH:18][CH:17]=3)[CH2:8][CH2:7][CH2:6]2.[OH-].[Na+].CC(O)=O. The catalyst is CO.O. The product is [CH3:1][N:2]([CH3:34])[C:3]1[CH:4]=[C:5]2[C:10](=[CH:11][CH:12]=1)[N:9]([C:13]1[C:14]([C:27]3[CH:28]=[CH:29][C:30]([F:33])=[CH:31][CH:32]=3)=[N:15][C:16]3[C:21]([N:22]=1)=[CH:20][C:19]([C:23]([OH:25])=[O:24])=[CH:18][CH:17]=3)[CH2:8][CH2:7][CH2:6]2. The yield is 0.100. (5) The reactants are [CH2:1]([C:3]1[CH:8]=[C:7]([N+]([O-])=O)[CH:6]=[CH:5][N:4]=1)[CH3:2].[OH-].[Na+].C([Br:17])(=O)C. No catalyst specified. The product is [Br:17][C:7]1[CH:6]=[CH:5][N:4]=[C:3]([CH2:1][CH3:2])[CH:8]=1. The yield is 0.620. (6) The reactants are [O:1]1[CH2:6][CH2:5][CH2:4][CH2:3][CH:2]1O.[H-].[Na+].[Br:10][C:11]1[CH:12]=[CH:13][C:14](F)=[C:15]([CH:18]=1)[C:16]#[N:17].CN(C=[O:24])C. No catalyst specified. The product is [Br:10][C:11]1[CH:12]=[CH:13][C:14]([O:24][CH:4]2[CH2:5][CH2:6][O:1][CH2:2][CH2:3]2)=[C:15]([CH:18]=1)[C:16]#[N:17]. The yield is 0.880. (7) The reactants are Cl.[CH3:2][O:3][C:4](=[O:18])[C:5]1[C:10]([OH:11])=[CH:9][CH:8]=[CH:7][C:6]=1[O:12][CH2:13][CH2:14][CH2:15][CH2:16][NH2:17].C([O:23][C:24]([NH:26][C@@H:27]([CH2:31][C:32]1[CH:37]=[CH:36][C:35]([C:38]2[S:42](=[O:44])(=[O:43])[N:41](C(C)(C)C)[C:40](=[O:49])[CH:39]=2)=[CH:34][CH:33]=1)[C:28](O)=[O:29])=O)(C)(C)C.[CH2:50](Cl)CCl.C1C=CC2N(O)N=NC=2C=1.CCN(C(C)C)C(C)C. The catalyst is C(Cl)Cl. The product is [CH3:2][O:3][C:4](=[O:18])[C:5]1[C:10]([OH:11])=[CH:9][CH:8]=[CH:7][C:6]=1[O:12][CH2:13][CH2:14][CH2:15][CH2:16][NH:17][C:28](=[O:29])[C@@H:27]([NH:26][C:24](=[O:23])[CH3:50])[CH2:31][C:32]1[CH:37]=[CH:36][C:35]([C:38]2[S:42](=[O:44])(=[O:43])[NH:41][C:40](=[O:49])[CH:39]=2)=[CH:34][CH:33]=1. The yield is 0.440. (8) The reactants are [N:1]([C@H:4]1[C@H:9]([NH:10][C:11]([O:13][CH2:14][C:15]2[CH:20]=[CH:19][CH:18]=[CH:17][CH:16]=2)=[O:12])[CH2:8][CH2:7][N:6]([C:21]([O:23][C:24]([CH3:27])([CH3:26])[CH3:25])=[O:22])[CH2:5]1)=[N+]=[N-].C1(P(C2C=CC=CC=2)C2C=CC=CC=2)C=CC=CC=1. The product is [NH2:1][C@H:4]1[C@H:9]([NH:10][C:11]([O:13][CH2:14][C:15]2[CH:16]=[CH:17][CH:18]=[CH:19][CH:20]=2)=[O:12])[CH2:8][CH2:7][N:6]([C:21]([O:23][C:24]([CH3:27])([CH3:26])[CH3:25])=[O:22])[CH2:5]1. The yield is 0.440. The catalyst is C1COCC1.O.C(OCC)(=O)C. (9) The reactants are Cl[C:2]1[CH:7]=[CH:6][N:5]=[C:4]([N:8]2[C:20](=[O:21])[C:19]3[S:18][C:17]4[CH2:16][CH2:15][CH2:14][CH2:13][C:12]=4[C:11]=3[CH:10]=[N:9]2)[C:3]=1[CH:22]=[O:23].[CH3:24][C@H:25]1[CH2:30][N:29]([CH:31]2[CH2:34][O:33][CH2:32]2)[C@H:28]([CH3:35])[CH2:27][N:26]1[C:36]1[CH:37]=[CH:38][C:39]([NH:42][C:43]2[C:44](=[O:59])[N:45]([CH3:58])[CH:46]=[C:47](B3OC(C)(C)C(C)(C)O3)[CH:48]=2)=[N:40][CH:41]=1.[O-]P([O-])([O-])=O.[K+].[K+].[K+].C([O-])(=O)C.[Na+]. The catalyst is C1C=CC(P(C2C=CC=CC=2)[C-]2C=CC=C2)=CC=1.C1C=CC(P(C2C=CC=CC=2)[C-]2C=CC=C2)=CC=1.Cl[Pd]Cl.[Fe+2].O.C(#N)C. The product is [CH3:24][CH:25]1[CH2:30][N:29]([CH:31]2[CH2:34][O:33][CH2:32]2)[CH:28]([CH3:35])[CH2:27][N:26]1[C:36]1[CH:37]=[CH:38][C:39]([NH:42][C:43]2[C:44](=[O:59])[N:45]([CH3:58])[CH:46]=[C:47]([C:2]3[CH:7]=[CH:6][N:5]=[C:4]([N:8]4[C:20](=[O:21])[C:19]5[S:18][C:17]6[CH2:16][CH2:15][CH2:14][CH2:13][C:12]=6[C:11]=5[CH:10]=[N:9]4)[C:3]=3[CH:22]=[O:23])[CH:48]=2)=[N:40][CH:41]=1. The yield is 0.380.